From a dataset of Full USPTO retrosynthesis dataset with 1.9M reactions from patents (1976-2016). Predict the reactants needed to synthesize the given product. (1) Given the product [F:18][C:15]1[CH:16]=[CH:17][C:12]([NH:11][C:9](=[O:10])[NH:8][C:3]2[CH:4]=[CH:5][CH:6]=[CH:7][C:2]=2[NH:1][S:31]([C:28]2[CH:29]=[CH:30][C:25]([CH3:35])=[CH:26][CH:27]=2)(=[O:33])=[O:32])=[CH:13][CH:14]=1, predict the reactants needed to synthesize it. The reactants are: [NH2:1][C:2]1[CH:7]=[CH:6][CH:5]=[CH:4][C:3]=1[NH:8][C:9]([NH:11][C:12]1[CH:17]=[CH:16][C:15]([F:18])=[CH:14][CH:13]=1)=[O:10].N1C=CC=CC=1.[C:25]1([CH3:35])[CH:30]=[CH:29][C:28]([S:31](Cl)(=[O:33])=[O:32])=[CH:27][CH:26]=1. (2) Given the product [CH:1]1([C@H:7]([NH:12][C:13]([C:15]2[S:16][C:17]([C:32]3[CH:37]=[CH:36][C:35]([F:38])=[CH:34][CH:33]=3)=[CH:18][C:19]=2[NH:20][C:21]([NH:23][C:24]2[C:25]([Cl:31])=[CH:26][CH:27]=[CH:28][C:29]=2[Cl:30])=[O:22])=[O:14])[C:8]([OH:10])=[O:9])[CH2:6][CH2:5][CH2:4][CH2:3][CH2:2]1, predict the reactants needed to synthesize it. The reactants are: [CH:1]1([C@H:7]([NH:12][C:13]([C:15]2[S:16][C:17]([C:32]3[CH:37]=[CH:36][C:35]([F:38])=[CH:34][CH:33]=3)=[CH:18][C:19]=2[NH:20][C:21]([NH:23][C:24]2[C:29]([Cl:30])=[CH:28][CH:27]=[CH:26][C:25]=2[Cl:31])=[O:22])=[O:14])[C:8]([O:10]C)=[O:9])[CH2:6][CH2:5][CH2:4][CH2:3][CH2:2]1.[OH-].[Li+]. (3) Given the product [N-:14]([C:17]#[N:18])[C:15]#[N:16].[CH3:2][C:3]1[CH:4]=[N+:5]([CH2:9][CH2:10][CH2:11][CH3:12])[CH:6]=[CH:7][CH:8]=1, predict the reactants needed to synthesize it. The reactants are: [Cl-].[CH3:2][C:3]1[CH:4]=[N+:5]([CH2:9][CH2:10][CH2:11][CH3:12])[CH:6]=[CH:7][CH:8]=1.O.[N-:14]([C:17]#[N:18])[C:15]#[N:16].[Na+]. (4) Given the product [CH3:1][C:2]([N:6]1[CH2:10][CH2:9][CH2:8][CH2:7]1)([CH3:5])[CH:3]([NH2:4])[C:11]1[CH:16]=[CH:15][CH:14]=[CH:13][CH:12]=1, predict the reactants needed to synthesize it. The reactants are: [CH3:1][C:2]([N:6]1[CH2:10][CH2:9][CH2:8][CH2:7]1)([CH3:5])[C:3]#[N:4].[C:11]1([Li])[CH:16]=[CH:15][CH:14]=[CH:13][CH:12]=1.C(=O)([O-])O.[Na+].[BH4-].[Na+]. (5) Given the product [CH3:12][N:11]1[C:4]2[N:5]([C:6](=[O:8])[N:7]=[C:2]([O:14][CH2:15][C:16]3[CH:17]=[CH:18][C:19]([O:24][C:25]4[CH:30]=[CH:29][CH:28]=[C:27]([C:31]([F:32])([F:33])[F:34])[CH:26]=4)=[C:20]([CH:23]=3)[C:21]#[N:22])[CH:3]=2)[CH2:9][CH:10]1[CH3:13], predict the reactants needed to synthesize it. The reactants are: Cl[C:2]1[CH:3]=[C:4]2[N:11]([CH3:12])[CH:10]([CH3:13])[CH2:9][N:5]2[C:6](=[O:8])[N:7]=1.[OH:14][CH2:15][C:16]1[CH:17]=[CH:18][C:19]([O:24][C:25]2[CH:30]=[CH:29][CH:28]=[C:27]([C:31]([F:34])([F:33])[F:32])[CH:26]=2)=[C:20]([CH:23]=1)[C:21]#[N:22].